This data is from Full USPTO retrosynthesis dataset with 1.9M reactions from patents (1976-2016). The task is: Predict the reactants needed to synthesize the given product. (1) Given the product [O:21]=[C:17]1[CH2:18][N:8]([C:6]([O:5][C:1]([CH3:4])([CH3:3])[CH3:2])=[O:7])[C@@H:9]([C:10]([O:12][CH2:13][CH3:14])=[O:11])[CH2:15][CH2:16]1, predict the reactants needed to synthesize it. The reactants are: [C:1]([O:5][C:6]([NH:8][C@H:9]([CH2:15][CH2:16][C:17](=[O:21])[CH:18]=[N+]=[N-])[C:10]([O:12][CH2:13][CH3:14])=[O:11])=[O:7])([CH3:4])([CH3:3])[CH3:2]. (2) Given the product [CH3:25][N:23]1[CH:24]=[C:20]([C:16]2[C:14]3[N:15]=[C:10]([O:6][CH2:5][CH2:4][CH2:3][C:2]([F:8])([F:7])[F:1])[N:11]=[C:12]([OH:26])[C:13]=3[CH:19]=[CH:18][N:17]=2)[N:21]=[CH:22]1, predict the reactants needed to synthesize it. The reactants are: [F:1][C:2]([F:8])([F:7])[CH2:3][CH2:4][CH2:5][OH:6].Cl[C:10]1[N:11]=[C:12]([OH:26])[C:13]2[CH:19]=[CH:18][N:17]=[C:16]([C:20]3[N:21]=[CH:22][N:23]([CH3:25])[CH:24]=3)[C:14]=2[N:15]=1. (3) Given the product [F:1][C:2]1[CH:21]=[CH:20][C:5]([O:6][C:7]2[CH:8]=[C:9]([S:13]([CH2:16][CH2:17][CH2:18][NH:19][S:37]([CH3:36])(=[O:39])=[O:38])(=[O:15])=[O:14])[CH:10]=[CH:11][CH:12]=2)=[CH:4][C:3]=1[C:22]1[C:31]2[C:26](=[C:27]([C:32]([F:35])([F:34])[F:33])[CH:28]=[CH:29][CH:30]=2)[N:25]=[CH:24][N:23]=1, predict the reactants needed to synthesize it. The reactants are: [F:1][C:2]1[CH:21]=[CH:20][C:5]([O:6][C:7]2[CH:8]=[C:9]([S:13]([CH2:16][CH2:17][CH2:18][NH2:19])(=[O:15])=[O:14])[CH:10]=[CH:11][CH:12]=2)=[CH:4][C:3]=1[C:22]1[C:31]2[C:26](=[C:27]([C:32]([F:35])([F:34])[F:33])[CH:28]=[CH:29][CH:30]=2)[N:25]=[CH:24][N:23]=1.[CH3:36][S:37](Cl)(=[O:39])=[O:38].C(N(CC)CC)C. (4) The reactants are: [CH:1]1([NH:4][C:5]([C:7]2[CH:12]=[CH:11][C:10]([C:13]3[CH:18]=[CH:17][C:16]([CH2:19][C@H:20]([NH:35][C:36]([C@H:38]4[CH2:43][CH2:42][C@H:41]([CH2:44][NH:45]C(=O)OC(C)(C)C)[CH2:40][CH2:39]4)=[O:37])[C:21](=[O:34])[NH:22][C:23]4[CH:28]=[CH:27][C:26]([C:29]5[NH:33][N:32]=[N:31][N:30]=5)=[CH:25][CH:24]=4)=[CH:15][CH:14]=3)=[CH:9][CH:8]=2)=[O:6])[CH2:3][CH2:2]1.[ClH:53].C(#N)C. Given the product [ClH:53].[NH2:45][CH2:44][C@H:41]1[CH2:40][CH2:39][C@H:38]([C:36]([NH:35][C@H:20]([C:21](=[O:34])[NH:22][C:23]2[CH:24]=[CH:25][C:26]([C:29]3[NH:33][N:32]=[N:31][N:30]=3)=[CH:27][CH:28]=2)[CH2:19][C:16]2[CH:15]=[CH:14][C:13]([C:10]3[CH:11]=[CH:12][C:7]([C:5]([NH:4][CH:1]4[CH2:2][CH2:3]4)=[O:6])=[CH:8][CH:9]=3)=[CH:18][CH:17]=2)=[O:37])[CH2:43][CH2:42]1, predict the reactants needed to synthesize it. (5) Given the product [F:1][C:2]1[CH:7]=[CH:6][C:5]([C:8]2[C:12]3=[N:13][C:14]([C:17]#[N:18])=[CH:15][CH:16]=[C:11]3[NH:10][C:9]=2[I:49])=[CH:4][CH:3]=1, predict the reactants needed to synthesize it. The reactants are: [F:1][C:2]1[CH:7]=[CH:6][C:5]([C:8]2[C:12]3=[N:13][C:14]([C:17]#[N:18])=[CH:15][CH:16]=[C:11]3[N:10](C3CCCCO3)[C:9]=2[Si](CC)(CC)CC)=[CH:4][CH:3]=1.[B-](F)(F)(F)F.C1C=CN=CC=1.C1C=CN=CC=1.[IH2+:49].FC(F)(F)S(O)(=O)=O.[OH-].[Na+]. (6) The reactants are: O=[CH:2][C@@H:3]([C@H:5]([C@@H:7]([C@@H:9]([CH3:11])[OH:10])[OH:8])[OH:6])[OH:4].[BrH:12]. Given the product [C:3]([O:10][C@@H:9]1[C@@H:7]([O:8][C:5](=[O:6])[CH3:7])[C@H:5]([O:6][C:9](=[O:10])[CH3:11])[C@@H:3]([CH3:2])[O:4][C@@H:11]1[Br:12])(=[O:4])[CH3:2], predict the reactants needed to synthesize it. (7) Given the product [CH2:1]([O:8][C@H:9]1[C@@H:15]([O:16][CH2:17][C:18]2[CH:23]=[CH:22][CH:21]=[CH:20][CH:19]=2)[C@H:14]([O:24][CH2:25][C:26]2[CH:27]=[CH:28][CH:29]=[CH:30][CH:31]=2)[C@@H:13]([CH2:32][O:33][CH2:34][C:35]2[CH:36]=[CH:37][CH:38]=[CH:39][CH:40]=2)[O:12][CH:10]1[O:11][CH2:47][C:46]([OH:49])=[O:45])[C:2]1[CH:3]=[CH:4][CH:5]=[CH:6][CH:7]=1, predict the reactants needed to synthesize it. The reactants are: [CH2:1]([O:8][C@H:9]1[C@@H:15]([O:16][CH2:17][C:18]2[CH:23]=[CH:22][CH:21]=[CH:20][CH:19]=2)[C@H:14]([O:24][CH2:25][C:26]2[CH:31]=[CH:30][CH:29]=[CH:28][CH:27]=2)[C@@H:13]([CH2:32][O:33][CH2:34][C:35]2[CH:40]=[CH:39][CH:38]=[CH:37][CH:36]=2)[O:12][CH:10]1[OH:11])[C:2]1[CH:7]=[CH:6][CH:5]=[CH:4][CH:3]=1.[OH-].[Na+].C([O:45][C:46](=[O:49])[CH2:47]Br)C.COC(C)(C)C.